This data is from Experimentally validated miRNA-target interactions with 360,000+ pairs, plus equal number of negative samples. The task is: Binary Classification. Given a miRNA mature sequence and a target amino acid sequence, predict their likelihood of interaction. (1) The miRNA is hsa-miR-5696 with sequence CUCAUUUAAGUAGUCUGAUGCC. The protein sequence of the target gene is MNSWDAGLAGLLVGTMGVSLLSNALVLLCLLHSADIRRQAPALFTLNLTCGNLLCTVVNMPLTLAGVVAQRQPAGDRLCRLAAFLDTFLAANSMLSMAALSIDRWVAVVFPLSYRAKMRLRDAALMVAYTWLHALTFPAAALALSWLGFHQLYASCTLCSRRPDERLRFAVFTGAFHALSFLLSFVVLCCTYLKVLKVARFHCKRIDVITMQTLVLLVDLHPSVRERCLEEQKRRRQRATKKISTFIGTFLVCFAPYVITRLVELFSTVPIGSHWGVLSKCLAYSKAASDPFVYSLLRHQ.... Result: 1 (interaction). (2) The miRNA is ath-miR1888a with sequence UAAGUUAAGAUUUGUGAAGAA. The protein sequence of the target gene is MKGKEEKEGGARLGAGGGSPEKSPSAQELKEQGNRLFVGRKYPEAAACYGRAITRNPLVAVYYTNRALCYLKMQQHEQALADCRRALELDGQSVKAHFFLGQCQLEMESYDEAIANLQRAYSLAKEQRLNFGDDIPSALRIAKKKRWNSIEERRIHQESELHSYLSRLIAAERERELEECQRNHEGDEDDSHVRAQQACIEAKHDKYMADMDELFSQVDEKRKKRDIPDYLCGKISFELMREPCITPSGITYDRKDIEEHLQRVGHFDPVTRSPLTQEQLIPNLAMKEVIDAFISENGWV.... Result: 0 (no interaction). (3) The miRNA is hsa-miR-125b-2-3p with sequence UCACAAGUCAGGCUCUUGGGAC. The protein sequence of the target gene is MAHSPVQSGLPGMQNLKADPEELFTKLEKIGKGSFGEVFKGIDNRTQKVVAIKIIDLEEAEDEIEDIQQEITVLSQCDSPYVTKYYGSYLKDTKLWIIMEYLGGGSALDLLEPGPLDEIQIATILREILKGLDYLHSEKKIHRDIKAANVLLSEHGEVKLADFGVAGQLTDTQIKRNTFVGTPFWMAPEVIKQSAYDSKADIWSLGITAIELAKGEPPHSELHPMKVLFLIPKNNPPTLEGNYSKPLKEFVEACLNKEPSFRPTAKELLKHKFIIRNAKKTSYLTELIDRYKRWKAEQSH.... Result: 0 (no interaction). (4) The miRNA is mmu-miR-684 with sequence AGUUUUCCCUUCAAGUCAA. The protein sequence of the target gene is MGLFRGFVFLLVLCLLHQSNTSFIKLNNNGFEDIVIVIDPSVPEDEKIIEQIEDMVTTASTYLFEATEKRFFFKNVSILIPENWKENPQYKRPKHENHKHADVIVAPPTLPGRDEPYTKQFTECGEKGEYIHFTPDLLLGKKQNEYGPPGKLFVHEWAHLRWGVFDEYNEDQPFYRAKSKKIEATRCSAGISGRNRVYKCQGGSCLSRACRIDSTTKLYGKDCQFFPDKVQTEKASIMFMQSIDSVVEFCNEKTHNQEAPSLQNIKCNFRSTWEVISNSEDFKNTIPMVTPPPPPVFSLL.... Result: 0 (no interaction). (5) The miRNA is hsa-miR-424-5p with sequence CAGCAGCAAUUCAUGUUUUGAA. The protein sequence of the target gene is MENSGKANKKDTHDGPPKEIKLPTSEALLDYQCQIKEDAVEQFMFQIKTLRKKNQKYHERNSRLKEEQIWHIRHLLKELSEEKAEGLPVVTREDVEEAMKEKWKFERDQEKNLRDMRMQISNAEKLFLEKLSEKEYWEEYKNVGSERHAKLITSLQNDINTVKENAEKMSEHYKITLEDTRKKIIKETLLQLDQKKEWATQNAVKLIDKGSYLEIWENDWLKKEVAIHRKEVEELKNAIHELEAENLVLIDQLSNCRLVDLKIPRRLYLTQAAGLEVPPEEMSLELPETHIEEKSELQPT.... Result: 1 (interaction). (6) The miRNA is hsa-miR-3184-5p with sequence UGAGGGGCCUCAGACCGAGCUUUU. The protein sequence of the target gene is MSSSSPPAGAASAAISASEKVDGFTRKSVRKAQRQKRSQGSSQFRSQGSQAELHPLPQLKDATSNEQQELFCQKLQQCCILFDFMDSVSDLKSKEIKRATLNELVEYVSTNRGVIVESAYSDIVKMISANIFRTLPPSDNPDFDPEEDEPTLEASWPHIQLVYEFFLRFLESPDFQPSIAKRYIDQKFVQQLLELFDSEDPRERDFLKTVLHRIYGKFLGLRAFIRKQINNIFLRFIYETEHFNGVAELLEILGSIINGFALPLKAEHKQFLMKVLIPMHTAKGLALFHAQLAYCVVQFL.... Result: 0 (no interaction). (7) The miRNA is hsa-miR-6724-5p with sequence CUGGGCCCGCGGCGGGCGUGGGG. The protein sequence of the target gene is MESTSQDRRATHVITIKPNETVLTAFPYRPHSSLLDFLKGEPRVLGATQILLALIIVGFGTIFALNYIGFSQRLPLVVLTGYPFWGALIFILTGYLTVTDKKSKLLGQGVTGMNVISSLVAITGITFTILSYRHQDKYCQMPSFEEICVFSRTLFIVLFFLPSDVTQNSEQPAPEENDQLQFVLQEEFSSDDSTTNAQSVIFGGYAFFKLTLSRSPLVSQPGNKGREFVPDEQKQSILPSPKFSEEEIEPLPPTLEKKPSENMSIQLDSTFKQMKDEDLQSAIVQPSQMQTKLLQDQAAS.... Result: 0 (no interaction). (8) The miRNA is hsa-miR-4434 with sequence AGGAGAAGUAAAGUAGAA. The protein sequence of the target gene is MFEDVFSDSGNTGNFDRGKKRRLTIIECGCDINMMIDLAKVADLVLMLIDASFGFEMEMFEFLNICQAHGFPKILGVLTHLDSFKHNKQLKKTKKRLKHRFWTEVYQDKVGLTHELVQSLISTYSTIDAKMASSRVTLLSNSKPLGSEAIDNQGVSLEFDQQQGSVCPSESEIYEAGAEDRMAGAPMAAAVQPAEVTVEVGEDLHMHQVRDREMPEVVEIRRSNCTNHCDLGDTSSYHTKVSTVHIMKKRNGGGSLNNYSSSIPPTPSTSQEDPQFSVPPTANTPTPVCKRSMRWSNLFT.... Result: 1 (interaction). (9) The protein sequence of the target gene is MACRCLSFLLMGTFLSVSQTVLAQLDALLVFPGQVAQLSCTLSPQHVTIRDYGVSWYQQRAGSAPRYLLYYRSEEDHHRPADIPDRFSAAKDEAHNACVLTISPVQPEDDADYYCSVGYGFSP. The miRNA is hsa-miR-4742-5p with sequence UCAGGCAAAGGGAUAUUUACAGA. Result: 0 (no interaction).